This data is from Reaction yield outcomes from USPTO patents with 853,638 reactions. The task is: Predict the reaction yield, written as a fraction of the theoretical maximum amount of product (1.0 means a 100% yield; for example, 0.34 means a 34% yield). (1) The product is [F:15][C:10]1[CH:11]=[CH:12][CH:13]=[CH:14][C:9]=1[O:8][C:5]1[N:6]=[CH:7][C:2]([CH:17]=[O:16])=[CH:3][CH:4]=1. The yield is 0.530. The reactants are Br[C:2]1[CH:3]=[CH:4][C:5]([O:8][C:9]2[CH:14]=[CH:13][CH:12]=[CH:11][C:10]=2[F:15])=[N:6][CH:7]=1.[O:16]1CCC[CH2:17]1.C([Li])CCC.CN(C)C=O. The catalyst is O. (2) The reactants are Br[C:2]1[N:6]2[N:7]=[C:8]([NH:11][CH2:12][CH2:13][O:14][CH3:15])[CH:9]=[CH:10][C:5]2=[N:4][CH:3]=1.[C:16]([C:19]1[CH:24]=[CH:23][C:22](B(O)O)=[CH:21][CH:20]=1)(=O)[NH2:17].P([O-])([O-])([O-])=O.[K+].[K+].[K+]. The catalyst is C1C=CC(P(C2C=CC=CC=2)[C-]2C=CC=C2)=CC=1.C1C=CC(P(C2C=CC=CC=2)[C-]2C=CC=C2)=CC=1.Cl[Pd]Cl.[Fe+2].C(COC)OC.O. The product is [NH2:17][CH2:16][C:19]1[CH:24]=[CH:23][C:22]([C:2]2[N:6]3[N:7]=[C:8]([NH:11][CH2:12][CH2:13][O:14][CH3:15])[CH:9]=[CH:10][C:5]3=[N:4][CH:3]=2)=[CH:21][CH:20]=1. The yield is 0.140.